This data is from Forward reaction prediction with 1.9M reactions from USPTO patents (1976-2016). The task is: Predict the product of the given reaction. (1) Given the reactants Br[C:2]1[CH:7]=[CH:6][C:5]([S:8]([NH:11][C:12]([CH3:15])([CH3:14])[CH3:13])(=[O:10])=[O:9])=[C:4]([C:16]([F:19])([F:18])[F:17])[CH:3]=1.[Li]CCCC.CON(C)[C:28](=[O:30])[CH3:29], predict the reaction product. The product is: [C:28]([C:2]1[CH:7]=[CH:6][C:5]([S:8]([NH:11][C:12]([CH3:15])([CH3:14])[CH3:13])(=[O:10])=[O:9])=[C:4]([C:16]([F:19])([F:18])[F:17])[CH:3]=1)(=[O:30])[CH3:29]. (2) Given the reactants [O:1]=[C:2]1[C:6]([C:13]2[CH:18]=[CH:17][CH:16]=[CH:15][CH:14]=2)([C:7]2[CH:12]=[CH:11][CH:10]=[CH:9][CH:8]=2)[CH2:5][CH2:4][N:3]1[CH2:19][C:20](O)=[O:21].FC1C=CC(C2(C3C=CC(F)=CC=3)CCN(CC(O)=O)C2=O)=CC=1.[Cl:47][C:48]1[CH:58]=[CH:57][C:51](/[C:52](=[N:55]/[H])/[NH:53]O)=[CH:50][CH:49]=1.ON/C(=N\[H])/C1C=CC(C(F)(F)F)=CC=1, predict the reaction product. The product is: [Cl:47][C:48]1[CH:58]=[CH:57][C:51]([C:52]2[N:55]=[C:20]([CH2:19][N:3]3[CH2:4][CH2:5][C:6]([C:7]4[CH:8]=[CH:9][CH:10]=[CH:11][CH:12]=4)([C:13]4[CH:14]=[CH:15][CH:16]=[CH:17][CH:18]=4)[C:2]3=[O:1])[O:21][N:53]=2)=[CH:50][CH:49]=1. (3) Given the reactants [Br:1][C:2]1[CH:11]=[CH:10][C:5]2[NH:6][C:7]([Cl:9])=[N:8][C:4]=2[CH:3]=1.BrC1C=CC2N=C(Cl)N([C:22]3[N:27]=[C:26]([Cl:28])[N:25]=[C:24]([CH3:29])[N:23]=3)C=2C=1, predict the reaction product. The product is: [Br:1][C:2]1[CH:11]=[CH:10][C:5]2[N:6]([C:22]3[N:27]=[C:26]([Cl:28])[N:25]=[C:24]([CH3:29])[N:23]=3)[C:7]([Cl:9])=[N:8][C:4]=2[CH:3]=1.